Dataset: Forward reaction prediction with 1.9M reactions from USPTO patents (1976-2016). Task: Predict the product of the given reaction. (1) Given the reactants C([NH:5][C:6]1[S:13][CH2:12][CH2:11][CH:10]2[C:8]([C:14]3[CH:19]=[CH:18][CH:17]=[C:16]([N+:20]([O-:22])=[O:21])[CH:15]=3)([CH2:9]2)[N:7]=1)(C)(C)C.FC(F)(F)C(O)=O.CS(O)(=O)=O.C([O-])(O)=O.[Na+], predict the reaction product. The product is: [N+:20]([C:16]1[CH:15]=[C:14]([C:8]23[CH2:9][CH:10]2[CH2:11][CH2:12][S:13][C:6]([NH2:5])=[N:7]3)[CH:19]=[CH:18][CH:17]=1)([O-:22])=[O:21]. (2) Given the reactants [Cl:1][C:2]1[CH:27]=[CH:26][C:25]([Cl:28])=[CH:24][C:3]=1[O:4][C:5]1[C:10]([C:11]([N:13]2[C:22]3[C:17](=[CH:18][CH:19]=[CH:20][CH:21]=3)[NH:16][CH2:15][CH2:14]2)=[O:12])=[CH:9][C:8]([F:23])=[CH:7][N:6]=1.[H-].[Al+3].[Li+].[H-].[H-].[H-].[CH2:35]([O:37][C:38](=[O:42])[CH2:39][CH2:40]Br)[CH3:36], predict the reaction product. The product is: [CH2:35]([O:37][C:38](=[O:42])[CH2:39][CH2:40][N:16]1[C:17]2[C:22](=[CH:21][CH:20]=[CH:19][CH:18]=2)[N:13]([C:11]([C:10]2[C:5]([O:4][C:3]3[CH:24]=[C:25]([Cl:28])[CH:26]=[CH:27][C:2]=3[Cl:1])=[N:6][CH:7]=[C:8]([F:23])[CH:9]=2)=[O:12])[CH2:14][CH2:15]1)[CH3:36]. (3) Given the reactants [N:1]1([C:11]([C:13]2[CH:14]=[C:15]([CH:19]=[C:20]([N:22]3[C:31](=[O:32])[C:30]4[C:25](=[CH:26][CH:27]=[CH:28][CH:29]=4)[NH:24][C:23]3=[O:33])[CH:21]=2)[C:16]([NH2:18])=O)=[O:12])[C:10]2[C:5](=[CH:6][CH:7]=[CH:8][CH:9]=2)[CH2:4][CH2:3][CH2:2]1.CN(C=O)C.S(Cl)(Cl)=O.C(=O)([O-])O.[Na+], predict the reaction product. The product is: [N:1]1([C:11]([C:13]2[CH:14]=[C:15]([CH:19]=[C:20]([N:22]3[C:31](=[O:32])[C:30]4[C:25](=[CH:26][CH:27]=[CH:28][CH:29]=4)[NH:24][C:23]3=[O:33])[CH:21]=2)[C:16]#[N:18])=[O:12])[C:10]2[C:5](=[CH:6][CH:7]=[CH:8][CH:9]=2)[CH2:4][CH2:3][CH2:2]1.